Dataset: Forward reaction prediction with 1.9M reactions from USPTO patents (1976-2016). Task: Predict the product of the given reaction. (1) Given the reactants [NH:1]1[C:9]2[C:4](=[CH:5][CH:6]=[CH:7][CH:8]=2)[C@:3]2([C:21]3[C:12](=[CH:13][C:14]4[O:19][CH2:18][CH2:17][O:16][C:15]=4[CH:20]=3)[O:11][CH2:10]2)[C:2]1=[O:22].N1C2C(=CC=CC=2)C2(C3=CC4OCOC=4C=C3OC2)C1=O.I[CH2:45][C@@H:46]1[CH2:51][O:50][CH2:49][CH2:48][O:47]1.CC1C=CC(S(OC[C@H]2COCCO2)(=O)=O)=CC=1, predict the reaction product. The product is: [O:47]1[CH2:48][CH2:49][O:50][CH2:51][C@H:46]1[CH2:45][N:1]1[C:9]2[C:4](=[CH:5][CH:6]=[CH:7][CH:8]=2)[C@:3]2([C:21]3[C:12](=[CH:13][C:14]4[O:19][CH2:18][CH2:17][O:16][C:15]=4[CH:20]=3)[O:11][CH2:10]2)[C:2]1=[O:22]. (2) Given the reactants C(P(C(C)(C)C)C(C)(C)C)(C)(C)C.[C:14]1([C:39]2[CH:44]=[CH:43][CH:42]=[CH:41][CH:40]=2)[CH:19]=[CH:18][C:17](/[C:20](/I)=[CH:21]/[CH2:22][S:23][C:24]2[CH:36]=[CH:35][C:27]([O:28][CH2:29][C:30]([O:32][CH2:33][CH3:34])=[O:31])=[C:26]([CH3:37])[CH:25]=2)=[CH:16][CH:15]=1.[CH2:45]([OH:48])[C:46]#[CH:47].C(NC(C)C)(C)C, predict the reaction product. The product is: [C:14]1([C:39]2[CH:44]=[CH:43][CH:42]=[CH:41][CH:40]=2)[CH:19]=[CH:18][C:17](/[C:20](/[C:47]#[C:46][CH2:45][OH:48])=[CH:21]/[CH2:22][S:23][C:24]2[CH:36]=[CH:35][C:27]([O:28][CH2:29][C:30]([O:32][CH2:33][CH3:34])=[O:31])=[C:26]([CH3:37])[CH:25]=2)=[CH:16][CH:15]=1. (3) The product is: [Cl:41][C:37]1[CH:36]=[C:35]([CH:27]2[C:26]3[CH:42]=[C:22]([C:20]([C:17]4[CH:18]=[CH:19][C:14]([Cl:13])=[CH:15][CH:16]=4)([C:7]4[CH:8]=[N:9][CH:10]=[CH:11][CH:12]=4)[OH:21])[CH:23]=[CH:24][C:25]=3[N:31]3[N:32]=[N:33][N:34]=[C:30]3[CH2:29][S:28]2)[CH:40]=[CH:39][CH:38]=1. Given the reactants [Li]CCCC.Br[C:7]1[CH:8]=[N:9][CH:10]=[CH:11][CH:12]=1.[Cl:13][C:14]1[CH:19]=[CH:18][C:17]([C:20]([C:22]2[CH:23]=[CH:24][C:25]3[N:31]4[N:32]=[N:33][N:34]=[C:30]4[CH2:29][S:28][CH:27]([C:35]4[CH:40]=[CH:39][CH:38]=[C:37]([Cl:41])[CH:36]=4)[C:26]=3[CH:42]=2)=[O:21])=[CH:16][CH:15]=1.CCOC(C)=O, predict the reaction product. (4) Given the reactants [C:1]([O:5][C:6]([NH:8][C@@H:9]([C:20]([OH:22])=[O:21])[CH2:10][C:11]1[C:19]2[C:14](=[CH:15][CH:16]=[CH:17][CH:18]=2)[NH:13][CH:12]=1)=[O:7])([CH3:4])([CH3:3])[CH3:2].[CH3:23][C:24]1C=CC(S(OC(C)C)(=O)=O)=C[CH:25]=1, predict the reaction product. The product is: [C:1]([O:5][C:6]([NH:8][C@H:9]([CH2:10][C:11]1[C:19]2[C:14](=[CH:15][CH:16]=[CH:17][CH:18]=2)[N:13]([CH:24]([CH3:25])[CH3:23])[CH:12]=1)[C:20]([OH:22])=[O:21])=[O:7])([CH3:4])([CH3:2])[CH3:3]. (5) Given the reactants [Cl:1][C:2]1[CH:10]=[C:9]2[C:5]([C:6]([C:12]3[N:13]=[C:14]4[C:20]([C:21]([OH:23])=O)=[CH:19][N:18]([CH2:24][O:25][CH2:26][CH2:27][Si:28]([CH3:31])([CH3:30])[CH3:29])[C:15]4=[N:16][CH:17]=3)=[N:7][N:8]2[CH3:11])=[CH:4][CH:3]=1.Cl.Cl.[CH3:34][N:35]1[CH:39]=[CH:38][N:37]=[C:36]1[CH:40]([NH2:42])[CH3:41].CN(C(ON1N=NC2C=CC=CC1=2)=[N+](C)C)C.F[P-](F)(F)(F)(F)F.C1C=CC2N(O)N=NC=2C=1.CCN(C(C)C)C(C)C, predict the reaction product. The product is: [CH3:34][N:35]1[CH:39]=[CH:38][N:37]=[C:36]1[CH:40]([NH:42][C:21]([C:20]1[C:14]2[C:15](=[N:16][CH:17]=[C:12]([C:6]3[C:5]4[C:9](=[CH:10][C:2]([Cl:1])=[CH:3][CH:4]=4)[N:8]([CH3:11])[N:7]=3)[N:13]=2)[N:18]([CH2:24][O:25][CH2:26][CH2:27][Si:28]([CH3:31])([CH3:30])[CH3:29])[CH:19]=1)=[O:23])[CH3:41].